Predict which catalyst facilitates the given reaction. From a dataset of Catalyst prediction with 721,799 reactions and 888 catalyst types from USPTO. (1) Reactant: [NH2:1][C:2]1[C:7]2=[C:8]([C:19]3[CH:24]=[CH:23][C:22]([NH:25][C:26]4[NH:35][C:29]5=[N:30][C:31](Cl)=[CH:32][CH:33]=[C:28]5[N:27]=4)=[CH:21][CH:20]=3)[C:9]([C:11]([NH:13][CH2:14][C:15]([F:18])([F:17])[F:16])=[O:12])=[CH:10][N:6]2[N:5]=[CH:4][N:3]=1.B(O)(O)[C:37]1[CH:38]=[CH:39][C:40]([CH3:43])=[CH:41][CH:42]=1.C(=O)([O-])[O-].[K+].[K+]. Product: [NH2:1][C:2]1[C:7]2=[C:8]([C:19]3[CH:24]=[CH:23][C:22]([NH:25][C:26]4[NH:35][C:29]5=[N:30][C:31]([C:37]6[CH:42]=[CH:41][C:40]([CH3:43])=[CH:39][CH:38]=6)=[CH:32][CH:33]=[C:28]5[N:27]=4)=[CH:21][CH:20]=3)[C:9]([C:11]([NH:13][CH2:14][C:15]([F:18])([F:17])[F:16])=[O:12])=[CH:10][N:6]2[N:5]=[CH:4][N:3]=1. The catalyst class is: 3. (2) Reactant: [Br:1][C:2]1[CH:3]=[C:4]2[C:9](=[C:10]([Br:12])[CH:11]=1)[NH:8][CH:7]([C:13]1[CH:18]=[CH:17][CH:16]=[CH:15][CH:14]=1)[CH2:6][C:5]2=[O:19].[N:20]1[CH:25]=[CH:24][C:23]([CH:26]=O)=[CH:22][CH:21]=1.N1CCCCC1. Product: [Br:1][C:2]1[CH:3]=[C:4]2[C:9](=[C:10]([Br:12])[CH:11]=1)[NH:8][C:7]([C:13]1[CH:18]=[CH:17][CH:16]=[CH:15][CH:14]=1)=[C:6]([CH2:26][C:23]1[CH:24]=[CH:25][N:20]=[CH:21][CH:22]=1)[C:5]2=[O:19]. The catalyst class is: 22.